The task is: Predict the reactants needed to synthesize the given product.. This data is from Full USPTO retrosynthesis dataset with 1.9M reactions from patents (1976-2016). (1) Given the product [CH3:1][C:2]1[CH:10]=[CH:9][CH:8]=[C:7]2[C:3]=1[C:4]([C:16](=[O:20])[C:17]([O:11][CH2:12][CH3:13])=[O:18])=[CH:5][NH:6]2, predict the reactants needed to synthesize it. The reactants are: [CH3:1][C:2]1[CH:10]=[CH:9][CH:8]=[C:7]2[C:3]=1[CH:4]=[CH:5][NH:6]2.[O:11]1CC[CH2:13][CH2:12]1.[C:16](Cl)(=[O:20])[C:17](Cl)=[O:18]. (2) Given the product [Cl:1][C:2]1[C:3]2[CH:4]=[CH:5][N:6]([CH2:16][C:15]3[CH:18]=[CH:19][C:12]([F:11])=[CH:13][CH:14]=3)[C:7]=2[CH:8]=[CH:9][N:10]=1, predict the reactants needed to synthesize it. The reactants are: [Cl:1][C:2]1[N:10]=[CH:9][CH:8]=[C:7]2[C:3]=1[CH:4]=[CH:5][NH:6]2.[F:11][C:12]1[CH:19]=[CH:18][C:15]([CH2:16]Br)=[CH:14][CH:13]=1.[H-].[Na+].O. (3) Given the product [CH:19]([O:1][C:2]1[CH:3]=[CH:4][C:5]([C:8]([O:10][CH3:11])=[O:9])=[N:6][CH:7]=1)([CH3:21])[CH3:20], predict the reactants needed to synthesize it. The reactants are: [OH:1][C:2]1[CH:3]=[CH:4][C:5]([C:8]([O:10][CH3:11])=[O:9])=[N:6][CH:7]=1.C([O-])([O-])=O.[K+].[K+].Br[CH:19]([CH3:21])[CH3:20]. (4) Given the product [Cl:1][C:2]1[CH:3]=[CH:4][C:5]([O:19][CH2:20][CH:21]([CH3:23])[CH3:22])=[C:6]([CH2:8][C:9]2[O:13][C:12]([CH2:14][OH:15])=[CH:11][CH:10]=2)[CH:7]=1, predict the reactants needed to synthesize it. The reactants are: [Cl:1][C:2]1[CH:3]=[CH:4][C:5]([O:19][CH2:20][CH:21]([CH3:23])[CH3:22])=[C:6]([CH2:8][C:9]2[O:13][C:12]([C:14](OCC)=[O:15])=[CH:11][CH:10]=2)[CH:7]=1.[H-].[Al+3].[Li+].[H-].[H-].[H-].C(OCC)C.O.